Task: Predict the product of the given reaction.. Dataset: Forward reaction prediction with 1.9M reactions from USPTO patents (1976-2016) Given the reactants [CH3:1][C:2]([OH:8])([CH3:7])[CH2:3][CH2:4][CH2:5][OH:6].C(N(CC)CC)C.C1(C)C=CC=CC=1.[CH:23]12[CH2:29][CH:26]([CH:27]=[CH:28]1)[CH2:25][CH:24]2[C:30](Cl)=[O:31], predict the reaction product. The product is: [CH:23]12[CH2:29][CH:26]([CH:27]=[CH:28]1)[CH2:25][CH:24]2[C:30]([O:6][CH2:5][CH2:4][CH2:3][C:2]([OH:8])([CH3:7])[CH3:1])=[O:31].